The task is: Predict which catalyst facilitates the given reaction.. This data is from Catalyst prediction with 721,799 reactions and 888 catalyst types from USPTO. (1) Reactant: [CH2:1]([O:3][C@H:4]1[CH2:9][CH2:8][N:7]([CH2:10][C:11]2[C:19]([O:20][CH3:21])=[CH:18][C:17]([CH3:22])=[C:16]3[C:12]=2[CH:13]=[CH:14][NH:15]3)[C@H:6]([C:23]2[CH:31]=[CH:30][CH:29]=[CH:28][C:24]=2C(O)=O)[CH2:5]1)[CH3:2].[CH3:32][S:33]([NH2:36])(=[O:35])=[O:34].CN([C:40]([O:44]N1N=NC2C=CC=NC1=2)=[N+](C)C)C.F[P-](F)(F)(F)(F)F.CCN(CC)CC. Product: [CH2:1]([O:3][C@H:4]1[CH2:9][CH2:8][N:7]([CH2:10][C:11]2[C:19]([O:20][CH3:21])=[CH:18][C:17]([CH3:22])=[C:16]3[C:12]=2[CH:13]=[CH:14][NH:15]3)[C@H:6]([C:23]2[CH:31]=[CH:30][C:29]([C:40]([NH:36][S:33]([CH3:32])(=[O:35])=[O:34])=[O:44])=[CH:28][CH:24]=2)[CH2:5]1)[CH3:2]. The catalyst class is: 3. (2) The catalyst class is: 10. Reactant: [Si]([O:8][CH2:9][C:10]1[CH:11]=[C:12]2[C:16](=[CH:17][CH:18]=1)[NH:15][CH:14]=[C:13]2[C:19](=[O:28])[CH:20](Cl)[C:21]1[CH:26]=[CH:25][CH:24]=[CH:23][CH:22]=1)(C(C)(C)C)(C)C.[CH3:29][O:30][C:31]1[CH:32]=[C:33]([CH:35]=[C:36]([O:38][CH3:39])[CH:37]=1)[NH2:34]. Product: [CH3:39][O:38][C:36]1[CH:35]=[C:33]([NH:34][CH:20]([C:21]2[CH:26]=[CH:25][CH:24]=[CH:23][CH:22]=2)[C:19]([C:13]2[C:12]3[C:16](=[CH:17][CH:18]=[C:10]([CH2:9][OH:8])[CH:11]=3)[NH:15][CH:14]=2)=[O:28])[CH:32]=[C:31]([O:30][CH3:29])[CH:37]=1. (3) Reactant: Br[C@@H:2]([CH2:8][N:9]([CH2:19][C@@H:20](Br)[C:21]([O:23][CH2:24][CH3:25])=[O:22])[S:10]([C:13]1[CH:18]=[CH:17][CH:16]=[CH:15][CH:14]=1)(=[O:12])=[O:11])[C:3]([O:5][CH2:6][CH3:7])=[O:4].[CH2:27]([NH2:34])[C:28]1[CH:33]=[CH:32][CH:31]=[CH:30][CH:29]=1. Product: [CH2:27]([N:34]1[C@H:2]([C:3]([O:5][CH2:6][CH3:7])=[O:4])[CH2:8][N:9]([S:10]([C:13]2[CH:18]=[CH:17][CH:16]=[CH:15][CH:14]=2)(=[O:12])=[O:11])[CH2:19][C@@H:20]1[C:21]([O:23][CH2:24][CH3:25])=[O:22])[C:28]1[CH:33]=[CH:32][CH:31]=[CH:30][CH:29]=1. The catalyst class is: 11. (4) Reactant: C[O:2][C:3](=[O:29])[C:4]1[CH:9]=[CH:8][CH:7]=[CH:6][C:5]=1[NH:10][C:11]([N:13]1[CH2:18][CH2:17][N:16]([C:19]2[CH:28]=[N:27][C:26]3[C:21](=[CH:22][CH:23]=[CH:24][CH:25]=3)[N:20]=2)[CH2:15][CH2:14]1)=[O:12].[N:20]1[C:21]2[C:26](=[CH:25][CH:24]=[CH:23][CH:22]=2)[N:27]=[CH:28][C:19]=1[N:16]1[CH2:17][CH2:18][N:13]([C:11]([NH:10][C:5]2[CH:6]=[CH:7][CH:8]=[CH:9][C:4]=2[C:3]([OH:2])=[O:29])=[O:12])[CH2:14][CH2:15]1.CO.C1COCC1.[Li+].[OH-]. Product: [N:20]1[C:21]2[C:26](=[CH:25][CH:24]=[CH:23][CH:22]=2)[N:27]=[CH:28][C:19]=1[N:16]1[CH2:15][CH2:14][N:13]([C:11]([NH:10][C:5]2[CH:6]=[CH:7][CH:8]=[CH:9][C:4]=2[C:3]([OH:29])=[O:2])=[O:12])[CH2:18][CH2:17]1. The catalyst class is: 6. (5) Reactant: [OH:1][C:2]1[CH:3]=[N:4][CH:5]=[C:6]([CH:11]=1)[C:7]([O:9][CH3:10])=[O:8].C(=O)([O-])[O-].[K+].[K+].[CH2:18](Br)[C:19]1[CH:24]=[CH:23][CH:22]=[CH:21][CH:20]=1. Product: [CH2:18]([O:1][C:2]1[CH:3]=[N:4][CH:5]=[C:6]([CH:11]=1)[C:7]([O:9][CH3:10])=[O:8])[C:19]1[CH:24]=[CH:23][CH:22]=[CH:21][CH:20]=1. The catalyst class is: 21. (6) Reactant: [F:1][C:2]1[C:8]([F:9])=[C:7]([CH3:10])[CH:6]=[C:5]([I:11])[C:3]=1[NH2:4].Cl[C:13](Cl)([O:15]C(=O)OC(Cl)(Cl)Cl)Cl. Product: [F:1][C:2]1[C:8]([F:9])=[C:7]([CH3:10])[CH:6]=[C:5]([I:11])[C:3]=1[N:4]=[C:13]=[O:15]. The catalyst class is: 12. (7) Reactant: [CH3:1][N:2]1[CH:6]=[C:5]([N+:7]([O-:9])=[O:8])[CH:4]=[C:3]1[C:10](=[O:15])C(Cl)(Cl)Cl.C(N([CH2:21][CH3:22])CC)C.[OH2:23]. The catalyst class is: 8. Product: [CH3:1][N:2]1[CH:6]=[C:5]([N+:7]([O-:9])=[O:8])[CH:4]=[C:3]1[C:10]([O:15][CH2:21][CH3:22])=[O:23]. (8) Reactant: [CH2:1]([O:3][C:4](=[O:17])[C:5]([O:8][C:9]1[CH:14]=[CH:13][C:12]([OH:15])=[CH:11][C:10]=1[CH3:16])([CH3:7])[CH3:6])[CH3:2].Cl[CH2:19][C:20]1[C:21]([CH:36]2[CH2:38][CH2:37]2)=[N:22][C:23]([C:26]2[CH:31]=[CH:30][C:29]([C:32]([F:35])([F:34])[F:33])=[CH:28][CH:27]=2)=[CH:24][CH:25]=1.C([O-])([O-])=O.[Cs+].[Cs+]. Product: [CH2:1]([O:3][C:4](=[O:17])[C:5]([O:8][C:9]1[CH:14]=[CH:13][C:12]([O:15][CH2:19][C:20]2[C:21]([CH:36]3[CH2:38][CH2:37]3)=[N:22][C:23]([C:26]3[CH:27]=[CH:28][C:29]([C:32]([F:34])([F:35])[F:33])=[CH:30][CH:31]=3)=[CH:24][CH:25]=2)=[CH:11][C:10]=1[CH3:16])([CH3:6])[CH3:7])[CH3:2]. The catalyst class is: 10.